Dataset: Full USPTO retrosynthesis dataset with 1.9M reactions from patents (1976-2016). Task: Predict the reactants needed to synthesize the given product. (1) Given the product [C:1]([NH:5][S:6]([C:9]1[CH:14]=[CH:13][C:12]([C:15]2[N:16]([C:36]([N:47]3[CH2:48][CH2:49][N:44]([CH2:50][C:51]([NH2:53])=[O:52])[CH2:45][CH2:46]3)=[O:37])[C@@:17]([C:29]3[CH:30]=[CH:31][C:32]([Cl:35])=[CH:33][CH:34]=3)([CH3:28])[C@@:18]([C:21]3[CH:26]=[CH:25][C:24]([Cl:27])=[CH:23][CH:22]=3)([CH3:20])[N:19]=2)=[C:11]([O:39][CH2:40][CH3:41])[CH:10]=1)(=[O:7])=[O:8])([CH3:3])([CH3:2])[CH3:4], predict the reactants needed to synthesize it. The reactants are: [C:1]([NH:5][S:6]([C:9]1[CH:14]=[CH:13][C:12]([C:15]2[N:16]([C:36](Cl)=[O:37])[C:17]([C:29]3[CH:34]=[CH:33][C:32]([Cl:35])=[CH:31][CH:30]=3)([CH3:28])[C:18]([C:21]3[CH:26]=[CH:25][C:24]([Cl:27])=[CH:23][CH:22]=3)([CH3:20])[N:19]=2)=[C:11]([O:39][CH2:40][CH3:41])[CH:10]=1)(=[O:8])=[O:7])([CH3:4])([CH3:3])[CH3:2].Cl.Cl.[N:44]1([CH2:50][C:51]([NH2:53])=[O:52])[CH2:49][CH2:48][NH:47][CH2:46][CH2:45]1. (2) Given the product [BrH:1].[NH2:8][C:6]1[CH:7]=[CH:2][CH:3]=[C:4]([CH2:12][CH3:13])[C:5]=1[OH:11], predict the reactants needed to synthesize it. The reactants are: [Br:1][C:2]1[CH:7]=[C:6]([N+:8]([O-])=O)[C:5]([OH:11])=[C:4]([CH:12](O)[CH3:13])[CH:3]=1.